From a dataset of Peptide-MHC class I binding affinity with 185,985 pairs from IEDB/IMGT. Regression. Given a peptide amino acid sequence and an MHC pseudo amino acid sequence, predict their binding affinity value. This is MHC class I binding data. The peptide sequence is SLRAEDTAVY. The MHC is HLA-A29:02 with pseudo-sequence HLA-A29:02. The binding affinity (normalized) is 0.176.